This data is from Forward reaction prediction with 1.9M reactions from USPTO patents (1976-2016). The task is: Predict the product of the given reaction. (1) Given the reactants [C:1]1([CH:7]2[CH2:9][CH:8]2[CH:10]=O)[CH:6]=[CH:5][CH:4]=[CH:3][CH:2]=1.[CH3:12][NH2:13], predict the reaction product. The product is: [CH3:12][N:13]=[CH:10][CH:8]1[CH2:9][CH:7]1[C:1]1[CH:6]=[CH:5][CH:4]=[CH:3][CH:2]=1. (2) Given the reactants [Br:1][C:2]1[CH:7]=[CH:6][C:5]([S:8](Cl)(=[O:10])=[O:9])=[CH:4][CH:3]=1.Cl.[F:13][C:14]1([F:20])[CH2:19][CH2:18][NH:17][CH2:16][CH2:15]1.CCN(CC)CC, predict the reaction product. The product is: [Br:1][C:2]1[CH:7]=[CH:6][C:5]([S:8]([N:17]2[CH2:18][CH2:19][C:14]([F:20])([F:13])[CH2:15][CH2:16]2)(=[O:10])=[O:9])=[CH:4][CH:3]=1. (3) Given the reactants [NH2:1][C:2]1[N:3]=[N:4][CH:5]=[CH:6][CH:7]=1.[C:8](N1C=CN=C1)(N1C=CN=C1)=[O:9].[CH3:20][C:21]1[C:22]([CH2:28][N:29]([CH2:36][C:37]2[C:42]([CH:43]([CH3:45])[CH3:44])=[CH:41][CH:40]=[CH:39][N:38]=2)[CH:30]2[CH2:35][CH2:34][NH:33][CH2:32][CH2:31]2)=[N:23][CH:24]=[C:25]([CH3:27])[CH:26]=1, predict the reaction product. The product is: [N:4]1[CH:5]=[CH:6][CH:7]=[C:2]([NH:1][C:8]([N:33]2[CH2:34][CH2:35][CH:30]([N:29]([CH2:28][C:22]3[C:21]([CH3:20])=[CH:26][C:25]([CH3:27])=[CH:24][N:23]=3)[CH2:36][C:37]3[C:42]([CH:43]([CH3:45])[CH3:44])=[CH:41][CH:40]=[CH:39][N:38]=3)[CH2:31][CH2:32]2)=[O:9])[N:3]=1. (4) Given the reactants [Cl:1][C:2]1[CH:7]=[CH:6][CH:5]=[CH:4][C:3]=1[C:8]1[C:19]([OH:20])=[N:18][C:11]2[N:12]=[C:13](SC)[N:14]=[CH:15][C:10]=2[CH:9]=1.O[O:22][S:23]([O-:25])=O.[K+].O1CCC[CH2:28]1, predict the reaction product. The product is: [Cl:1][C:2]1[CH:7]=[CH:6][CH:5]=[CH:4][C:3]=1[C:8]1[C:19]([OH:20])=[N:18][C:11]2[N:12]=[C:13]([S:23]([CH3:28])(=[O:25])=[O:22])[N:14]=[CH:15][C:10]=2[CH:9]=1. (5) Given the reactants [N:1]([CH2:4][CH2:5][CH2:6][CH2:7][C:8]#[CH:9])=[N+:2]=[N-:3].[C:10]([O:14][CH3:15])(=[O:13])[C:11]#[CH:12].O=C1O[C@H]([C@H](CO)O)C([O-])=C1O.[Na+], predict the reaction product. The product is: [CH2:4]([N:1]1[CH:12]=[C:11]([C:10]([O:14][CH3:15])=[O:13])[N:3]=[N:2]1)[CH2:5][CH2:6][CH2:7][C:8]#[CH:9].